Dataset: Catalyst prediction with 721,799 reactions and 888 catalyst types from USPTO. Task: Predict which catalyst facilitates the given reaction. Reactant: [CH2:1]([OH:10])[CH2:2][O:3][CH2:4][CH2:5][O:6][CH2:7][CH2:8][OH:9].[CH3:11][C:12](C)([O-])[CH3:13].[K+].[I-].[K+].C(Br)C=C. Product: [CH2:13]([CH:1]([OH:10])[CH2:2][O:3][CH2:4][CH2:5][O:6][CH2:7][CH2:8][OH:9])[CH:12]=[CH2:11]. The catalyst class is: 1.